The task is: Predict which catalyst facilitates the given reaction.. This data is from Catalyst prediction with 721,799 reactions and 888 catalyst types from USPTO. (1) Reactant: [Cl:1][C:2]1[CH:3]=[CH:4][C:5]([N:23]2[CH:27]=[N:26][N:25]=[N:24]2)=[C:6]([CH:22]=1)[CH2:7][NH:8][C:9]([C@@H:11]([NH:14]C(=O)OC(C)(C)C)[CH2:12][CH3:13])=[O:10].Cl.CO.Cl.O1CCOCC1. Product: [NH2:14][C@@H:11]([CH2:12][CH3:13])[C:9]([NH:8][CH2:7][C:6]1[CH:22]=[C:2]([Cl:1])[CH:3]=[CH:4][C:5]=1[N:23]1[CH:27]=[N:26][N:25]=[N:24]1)=[O:10]. The catalyst class is: 817. (2) Reactant: [CH3:1][NH:2][C:3]1[CH:8]=[CH:7][CH:6]=[CH:5][CH:4]=1.[CH2:9]([O:16][C:17]1[CH:25]=[CH:24][C:23]([CH:26]=[O:27])=[CH:22][C:18]=1[C:19]([OH:21])=O)[C:10]1[CH:15]=[CH:14][CH:13]=[CH:12][CH:11]=1.ON1C2N=CC=CC=2N=N1.CN1CCOCC1.Cl.CN(C)CCCN=C=NCC. Product: [C:3]1([N:2]([CH3:1])[C:19](=[O:21])[C:18]2[CH:22]=[C:23]([CH:26]=[O:27])[CH:24]=[CH:25][C:17]=2[O:16][CH2:9][C:10]2[CH:11]=[CH:12][CH:13]=[CH:14][CH:15]=2)[CH:8]=[CH:7][CH:6]=[CH:5][CH:4]=1. The catalyst class is: 42. (3) Reactant: [Cl:1][C:2]1[N:7]=[CH:6][C:5]([CH2:8][C:9]2[CH:10]=[C:11]3[C:16](=[C:17]4[CH:22]=[CH:21][CH:20]=[CH:19][C:18]=24)[N:15]=[CH:14][N:13]([C@@H:23]2[CH2:28][CH2:27][NH:26][CH2:25][C@H:24]2[OH:29])[C:12]3=[O:30])=[CH:4][CH:3]=1.C(N(CC)CC)C.[C:38](OC(=O)C)(=[O:40])[CH3:39]. Product: [C:38]([N:26]1[CH2:27][CH2:28][C@@H:23]([N:13]2[C:12](=[O:30])[C:11]3[C:16](=[C:17]4[CH:22]=[CH:21][CH:20]=[CH:19][C:18]4=[C:9]([CH2:8][C:5]4[CH:6]=[N:7][C:2]([Cl:1])=[CH:3][CH:4]=4)[CH:10]=3)[N:15]=[CH:14]2)[C@H:24]([OH:29])[CH2:25]1)(=[O:40])[CH3:39]. The catalyst class is: 4.